From a dataset of CYP2D6 inhibition data for predicting drug metabolism from PubChem BioAssay. Regression/Classification. Given a drug SMILES string, predict its absorption, distribution, metabolism, or excretion properties. Task type varies by dataset: regression for continuous measurements (e.g., permeability, clearance, half-life) or binary classification for categorical outcomes (e.g., BBB penetration, CYP inhibition). Dataset: cyp2d6_veith. (1) The compound is C=CCCC(=O)Nc1nc(C)c(-c2csc(Nc3ccc(Cl)cc3)n2)s1. The result is 1 (inhibitor). (2) The compound is CCN(CC)CCN1C(=O)C(=O)/C(=C(/O)c2ccc(OC)cc2)C1c1cccs1. The result is 1 (inhibitor). (3) The compound is Cc1cc(C)cc(-n2nnc(C(=O)NCc3ccccc3Cl)c2N)c1. The result is 0 (non-inhibitor). (4) The compound is Cc1cc(=O)c2cc(Cl)ccc2[nH]1. The result is 0 (non-inhibitor). (5) The drug is CNc1oc(-c2cccs2)nc1C#N. The result is 0 (non-inhibitor). (6) The compound is O=C(O)CCCCCNC(=O)c1ccncc1. The result is 0 (non-inhibitor). (7) The drug is O=C(NC1CCN(Cc2ccccc2)CC1)c1ccc(I)cc1. The result is 1 (inhibitor).